Dataset: Full USPTO retrosynthesis dataset with 1.9M reactions from patents (1976-2016). Task: Predict the reactants needed to synthesize the given product. (1) Given the product [CH2:27]([O:18][C:17](=[O:19])[CH2:16][CH2:15][CH2:14][C:7]1[CH:8]=[CH:9][C:10]([N+:11]([O-:13])=[O:12])=[C:5]([C:3](=[O:4])[N:2]([CH3:1])[CH3:20])[CH:6]=1)[C:28]1[CH:33]=[CH:32][CH:31]=[CH:30][CH:29]=1, predict the reactants needed to synthesize it. The reactants are: [CH3:1][N:2]([CH3:20])[C:3]([C:5]1[CH:6]=[C:7]([CH2:14][CH2:15][CH2:16][C:17]([OH:19])=[O:18])[CH:8]=[CH:9][C:10]=1[N+:11]([O-:13])=[O:12])=[O:4].C(=O)([O-])[O-].[K+].[K+].[CH2:27](Br)[C:28]1[CH:33]=[CH:32][CH:31]=[CH:30][CH:29]=1.O. (2) Given the product [NH2:10][O:9][CH2:8][CH2:7][N:3]1[CH2:4][CH2:5][CH2:6][C:2]1=[O:1], predict the reactants needed to synthesize it. The reactants are: [O:1]=[C:2]1[CH2:6][CH2:5][CH2:4][N:3]1[CH2:7][CH2:8][O:9][N:10]1C(=O)C2C(=CC=CC=2)C1=O.CNN. (3) Given the product [C:25]12([NH:35][C:2]3[CH:7]=[CH:6][C:5]([C:8]4[O:9][C:10]5[CH:16]=[CH:15][CH:14]=[CH:13][C:11]=5[N:12]=4)=[CH:4][C:3]=3[NH2:17])[CH2:32][CH:31]3[CH2:30][CH:29]([CH2:28][CH:27]([CH2:33]3)[CH2:26]1)[CH2:34]2, predict the reactants needed to synthesize it. The reactants are: F[C:2]1[CH:7]=[CH:6][C:5]([C:8]2[O:9][C:10]3[CH:16]=[CH:15][CH:14]=[CH:13][C:11]=3[N:12]=2)=[CH:4][C:3]=1[N+:17]([O-])=O.C(=O)([O-])O.[Na+].[C:25]12([NH2:35])[CH2:34][CH:29]3[CH2:30][CH:31]([CH2:33][CH:27]([CH2:28]3)[CH2:26]1)[CH2:32]2.[H][H]. (4) Given the product [CH2:3]([C:7]1[N:8]=[N:9][C:10]([O:26][CH2:27][CH2:28][C@H:29]2[CH2:34][CH2:33][CH2:32][CH2:31][N:30]2[CH3:37])=[CH:11][C:12]=1[C:13]1[CH:14]=[CH:15][C:16]([O:19][CH:20]2[CH2:25][CH2:24][CH2:23][CH2:22][CH2:21]2)=[CH:17][CH:18]=1)[CH2:4][CH2:5][CH3:6], predict the reactants needed to synthesize it. The reactants are: Cl.Cl.[CH2:3]([C:7]1[N:8]=[N:9][C:10]([O:26][CH2:27][CH2:28][C@H:29]2[CH2:34][CH2:33][CH2:32][CH2:31][NH:30]2)=[CH:11][C:12]=1[C:13]1[CH:18]=[CH:17][C:16]([O:19][CH:20]2[CH2:25][CH2:24][CH2:23][CH2:22][CH2:21]2)=[CH:15][CH:14]=1)[CH2:4][CH2:5][CH3:6].C=O.[C:37](O[BH-](OC(=O)C)OC(=O)C)(=O)C. (5) Given the product [CH3:1][O:2][C:3](=[O:20])[C:4]1[CH:9]=[CH:8][CH:7]=[C:6]([N+:10]([O-:12])=[O:11])[C:5]=1[N:13]([CH2:32][C:31]1[CH:34]=[CH:35][C:28]([Br:27])=[CH:29][CH:30]=1)[C:14](=[O:19])[C:15]([F:17])([F:16])[F:18], predict the reactants needed to synthesize it. The reactants are: [CH3:1][O:2][C:3](=[O:20])[C:4]1[CH:9]=[CH:8][CH:7]=[C:6]([N+:10]([O-:12])=[O:11])[C:5]=1[NH:13][C:14](=[O:19])[C:15]([F:18])([F:17])[F:16].C(=O)([O-])[O-].[K+].[K+].[Br:27][C:28]1[CH:35]=[CH:34][C:31]([CH2:32]Br)=[CH:30][CH:29]=1. (6) Given the product [Cl:24][C:11]1[CH:12]=[C:13]2[C:8](=[CH:9][CH:10]=1)[N:7]=[C:6]([CH:25]([CH3:26])[CH3:27])[C:5]([C:3]([OH:4])=[O:2])=[C:14]2[C:15]1[CH:20]=[CH:19][CH:18]=[C:17]([CH:21]([CH3:23])[CH3:22])[CH:16]=1, predict the reactants needed to synthesize it. The reactants are: C[O:2][C:3]([C:5]1[C:6]([CH:25]([CH3:27])[CH3:26])=[N:7][C:8]2[C:13]([C:14]=1[C:15]1[CH:20]=[CH:19][CH:18]=[C:17]([CH:21]([CH3:23])[CH3:22])[CH:16]=1)=[CH:12][C:11]([Cl:24])=[CH:10][CH:9]=2)=[O:4].[I-].[Li+].